The task is: Predict the reaction yield, written as a fraction of the theoretical maximum amount of product (1.0 means a 100% yield; for example, 0.34 means a 34% yield).. This data is from Reaction yield outcomes from USPTO patents with 853,638 reactions. The reactants are [NH2:1][C:2]1[CH:7]=[CH:6][C:5]([Br:8])=[CH:4][N+:3]=1[CH2:9][C:10]([O:12]CC)=O.[Br-].C[O-].[Na+]. The catalyst is CO.O. The product is [Br:8][C:5]1[CH:6]=[CH:7][C:2]2[N:3]([CH2:9][C:10](=[O:12])[N:1]=2)[CH:4]=1. The yield is 0.0300.